This data is from Full USPTO retrosynthesis dataset with 1.9M reactions from patents (1976-2016). The task is: Predict the reactants needed to synthesize the given product. (1) Given the product [O:29]=[C:28]1[C:23]2[C:22]([NH:32][C:33]3[CH:34]=[C:35]([CH3:39])[CH:36]=[CH:37][CH:38]=3)=[N:21][C:20]([NH:19][C@@H:14]3[CH2:15][CH2:16][CH2:17][CH2:18][C@@H:13]3[NH:12][C:10](=[O:11])[O:9][C:5]([CH3:8])([CH3:6])[CH3:7])=[N:25][C:24]=2[C:26]2([CH2:2][CH2:1]2)[NH:27]1, predict the reactants needed to synthesize it. The reactants are: [CH2:1]([Mg]Br)[CH3:2].[C:5]([O:9][C:10]([NH:12][C@H:13]1[CH2:18][CH2:17][CH2:16][CH2:15][C@H:14]1[NH:19][C:20]1[N:25]=[C:24]([C:26]#[N:27])[C:23]([C:28](OC)=[O:29])=[C:22]([NH:32][C:33]2[CH:34]=[C:35]([CH3:39])[CH:36]=[CH:37][CH:38]=2)[N:21]=1)=[O:11])([CH3:8])([CH3:7])[CH3:6]. (2) Given the product [CH3:11][C:2]1[C@H:3]2[C@H:9]([CH2:10][C:4]2=[O:5])[CH2:8][CH:7]=1, predict the reactants needed to synthesize it. The reactants are: O[C:2]([CH3:11])([CH2:7][CH2:8][CH:9]=[CH2:10])[CH2:3][C:4](O)=[O:5].C([O-])(=O)C.[K+].C1(C)C=CC=CC=1. (3) Given the product [F:1][C@H:12]1[CH2:17][CH2:16][C@@H:15]([C:18]([O:20][CH2:21][C:22]2[CH:27]=[CH:26][CH:25]=[CH:24][CH:23]=2)=[O:19])[C@H:14]([C:28]([O:30][CH3:31])=[O:29])[CH2:13]1, predict the reactants needed to synthesize it. The reactants are: [FH:1].F.F.C(N(CC)CC)C.O[C@@H:12]1[CH2:17][CH2:16][C@@H:15]([C:18]([O:20][CH2:21][C:22]2[CH:27]=[CH:26][CH:25]=[CH:24][CH:23]=2)=[O:19])[C@H:14]([C:28]([O:30][CH3:31])=[O:29])[CH2:13]1. (4) Given the product [CH3:1][CH2:2][C@@H:3]([C@H:5]([NH:90][C:91]([C@H:93]1[N:97]([C:98]([CH2:100][NH:101][C:102]([C@@H:104]([NH:112][C:113]([C@@H:115]([NH:120][C:121]([C@@H:123]([NH:128][C:129]([C@@H:131]([NH:134][C:135]([C@@H:137]([NH:140][C:141]([C@@H:143]([NH:150][C:151]([C@@H:153]([NH:157][C:158]([C@@H:160]([NH:165][C:166]([C@@H:168]([NH:176][C:177]([C@@H:179]([NH:184][C:185]([C@@H:187]([NH:189][C:190]([C@@H:192]([NH:197][C:198]([C@@H:200]([NH:208][C:209]([C@@H:211]([NH:217][C:218]([C@@H:220]([NH:224][C:225]([C@@H:227]([NH:229][C:230]([C@H:232]2[NH:256][C:254](=[O:255])[C@H:253]([C@H:257]([OH:259])[CH3:258])[NH:252][C:250](=[O:251])[C@H:249]([CH3:260])[NH:248][C:246](=[O:247])[C@H:245]([C@H:261]([OH:263])[CH3:262])[NH:244][C:242](=[O:243])[C@H:241]([CH2:264][C:265]([NH2:267])=[O:266])[NH:240][C:238](=[O:239])[C@@H:237]([NH:268][C:269]([C@@H:271]([NH2:277])[CH2:272][CH2:273][CH2:274][CH2:275][NH2:276])=[O:270])[CH2:236][S:235][S:234][CH2:233]2)=[O:231])[CH3:228])=[O:226])[C@H:221]([OH:223])[CH3:222])=[O:219])[CH2:212][CH2:213][C:214]([NH2:216])=[O:215])=[O:210])[CH2:201][CH2:202][CH2:203][NH:204][C:205]([NH2:207])=[NH:206])=[O:199])[CH2:193][CH:194]([CH3:195])[CH3:196])=[O:191])[CH3:188])=[O:186])[CH2:180][C:181]([NH2:183])=[O:182])=[O:178])[CH2:169][C:170]2[CH:171]=[CH:172][CH:173]=[CH:174][CH:175]=2)=[O:167])[CH2:161][CH:162]([CH3:164])[CH3:163])=[O:159])[CH:154]([CH3:156])[CH3:155])=[O:152])[CH2:144][C:145]2[N:149]=[CH:148][NH:147][CH:146]=2)=[O:142])[CH2:138][OH:139])=[O:136])[CH2:132][OH:133])=[O:130])[CH2:124][C:125]([NH2:127])=[O:126])=[O:122])[CH2:116][C:117]([NH2:119])=[O:118])=[O:114])[CH2:105][C:106]2[CH:107]=[CH:108][CH:109]=[CH:110][CH:111]=2)=[O:103])=[O:99])[CH2:96][CH2:95][CH2:94]1)=[O:92])[C:6]([NH:8][C@H:9]([C:14]([N:16]1[C@H:20]([C:21]([N:23]2[C@H:27]([C:28]([NH:30][C@H:31]([C:35]([NH:37][C@H:38]([C:43]([NH:45][C@H:46]([C:50]([NH:52][CH2:53][C:54]([NH:56][C@H:57]([C:60]([NH:62][C@H:63]([C:68]([NH:70][C@H:71]([C:75]([NH:77][C@H:78]([C:87]([NH2:89])=[O:88])[CH2:79][C:80]3[CH:81]=[CH:82][C:83]([OH:86])=[CH:84][CH:85]=3)=[O:76])[C@H:72]([OH:74])[CH3:73])=[O:69])[CH2:64][C:65]([NH2:67])=[O:66])=[O:61])[CH2:58][OH:59])=[O:55])=[O:51])[CH:47]([CH3:48])[CH3:49])=[O:44])[CH2:39][C:40]([NH2:42])=[O:41])=[O:36])[C@H:32]([OH:34])[CH3:33])=[O:29])[CH2:26][CH2:25][CH2:24]2)=[O:22])[CH2:19][CH2:18][CH2:17]1)=[O:15])[CH2:10][CH:11]([CH3:13])[CH3:12])=[O:7])[CH3:4], predict the reactants needed to synthesize it. The reactants are: [CH3:1][CH2:2][C@@H:3]([C@H:5]([NH:90][C:91]([C@H:93]1[N:97]([C:98]([CH2:100][NH:101][C:102]([C@@H:104]([NH:112][C:113]([C@@H:115]([NH:120][C:121]([C@@H:123]([NH:128][C:129]([C@@H:131]([NH:134][C:135]([C@@H:137]([NH:140][C:141]([C@@H:143]([NH:150][C:151]([C@@H:153]([NH:157][C:158]([C@@H:160]([NH:165][C:166]([C@@H:168]([NH:176][C:177]([C@@H:179]([NH:184][C:185]([C@@H:187]([NH:189][C:190]([C@@H:192]([NH:197][C:198]([C@@H:200]([NH:208][C:209]([C@@H:211]([NH:217][C:218]([C@@H:220]([NH:224][C:225]([C@@H:227]([NH:229][C:230]([C@H:232]2[NH:256][C:254](=[O:255])[C@H:253]([C@H:257]([OH:259])[CH3:258])[NH:252][C:250](=[O:251])[C@H:249]([CH3:260])[NH:248][C:246](=[O:247])[C@H:245]([C@H:261]([OH:263])[CH3:262])[NH:244][C:242](=[O:243])[C@H:241]([CH2:264][C:265]([NH2:267])=[O:266])[NH:240][C:238](=[O:239])[C@@H:237]([NH:268][C:269]([C@@H:271]([NH2:277])[CH2:272][CH2:273][CH2:274][CH2:275][NH2:276])=[O:270])[CH2:236][S:235][S:234][CH2:233]2)=[O:231])[CH3:228])=[O:226])[C@H:221]([OH:223])[CH3:222])=[O:219])[CH2:212][CH2:213][C:214]([NH2:216])=[O:215])=[O:210])[CH2:201][CH2:202][CH2:203][NH:204][C:205]([NH2:207])=[NH:206])=[O:199])[CH2:193][CH:194]([CH3:196])[CH3:195])=[O:191])[CH3:188])=[O:186])[CH2:180][C:181]([NH2:183])=[O:182])=[O:178])[CH2:169][C:170]2[CH:171]=[CH:172][CH:173]=[CH:174][CH:175]=2)=[O:167])[CH2:161][CH:162]([CH3:164])[CH3:163])=[O:159])[CH:154]([CH3:156])[CH3:155])=[O:152])[CH2:144][C:145]2[N:149]=[CH:148][NH:147][CH:146]=2)=[O:142])[CH2:138][OH:139])=[O:136])[CH2:132][OH:133])=[O:130])[CH2:124][C:125]([NH2:127])=[O:126])=[O:122])[CH2:116][C:117]([NH2:119])=[O:118])=[O:114])[CH2:105][C:106]2[CH:107]=[CH:108][CH:109]=[CH:110][CH:111]=2)=[O:103])=[O:99])[CH2:96][CH2:95][CH2:94]1)=[O:92])[C:6]([NH:8][C@H:9]([C:14]([N:16]1[C@H:20]([C:21]([N:23]2[C@H:27]([C:28]([NH:30][C@H:31]([C:35]([NH:37][C@H:38]([C:43]([NH:45][C@H:46]([C:50]([NH:52][CH2:53][C:54]([NH:56][C@H:57]([C:60]([NH:62][C@H:63]([C:68]([NH:70][C@H:71]([C:75]([NH:77][C@H:78]([C:87]([NH2:89])=[O:88])[CH2:79][C:80]3[CH:81]=[CH:82][C:83]([OH:86])=[CH:84][CH:85]=3)=[O:76])[C@H:72]([OH:74])[CH3:73])=[O:69])[CH2:64][C:65]([NH2:67])=[O:66])=[O:61])[CH2:58][OH:59])=[O:55])=[O:51])[CH:47]([CH3:49])[CH3:48])=[O:44])[CH2:39][C:40]([NH2:42])=[O:41])=[O:36])[C@H:32]([OH:34])[CH3:33])=[O:29])[CH2:26][CH2:25][CH2:24]2)=[O:22])[CH2:19][CH2:18][CH2:17]1)=[O:15])[CH2:10][CH:11]([CH3:13])[CH3:12])=[O:7])[CH3:4].C([O-])(=O)C.